The task is: Predict the reaction yield, written as a fraction of the theoretical maximum amount of product (1.0 means a 100% yield; for example, 0.34 means a 34% yield).. This data is from Reaction yield outcomes from USPTO patents with 853,638 reactions. (1) The reactants are [C:1]([Si:5]([CH3:21])([CH3:20])[O:6][CH2:7][CH2:8][S:9][C:10]1[N:15]=[C:14]([CH3:16])[C:13]([N+:17]([O-])=O)=[CH:12][CH:11]=1)([CH3:4])([CH3:3])[CH3:2].[NH4+].[Cl-]. The catalyst is C1COCC1.[Zn]. The product is [C:1]([Si:5]([CH3:21])([CH3:20])[O:6][CH2:7][CH2:8][S:9][C:10]1[N:15]=[C:14]([CH3:16])[C:13]([NH2:17])=[CH:12][CH:11]=1)([CH3:4])([CH3:3])[CH3:2]. The yield is 0.540. (2) The reactants are [Cl:1][C:2]1[N:7]=[CH:6][C:5]2[C:8]([NH:30][CH2:31][CH3:32])=[N:9][N:10]([C:11]([C:24]3[CH:29]=[CH:28][CH:27]=[CH:26][CH:25]=3)([C:18]3[CH:23]=[CH:22][CH:21]=[CH:20][CH:19]=3)[C:12]3[CH:17]=[CH:16][CH:15]=[CH:14][CH:13]=3)[C:4]=2[CH:3]=1.[Li+].C[Si]([N-][Si](C)(C)C)(C)C.[CH3:43][C:44]([O:47][C:48](O[C:48]([O:47][C:44]([CH3:46])([CH3:45])[CH3:43])=[O:49])=[O:49])([CH3:46])[CH3:45].O. The catalyst is C1COCC1. The product is [Cl:1][C:2]1[N:7]=[CH:6][C:5]2[C:8]([N:30]([CH2:31][CH3:32])[C:48](=[O:49])[O:47][C:44]([CH3:46])([CH3:45])[CH3:43])=[N:9][N:10]([C:11]([C:18]3[CH:23]=[CH:22][CH:21]=[CH:20][CH:19]=3)([C:12]3[CH:13]=[CH:14][CH:15]=[CH:16][CH:17]=3)[C:24]3[CH:25]=[CH:26][CH:27]=[CH:28][CH:29]=3)[C:4]=2[CH:3]=1. The yield is 0.700. (3) The product is [F:29][C:30]1[CH:31]=[CH:32][C:33]([C:36]2[O:37][C:38]3[CH:49]=[C:48]([N+:50]([O-:52])=[O:51])[C:47]([O:53][S:10]([C:9]([F:28])([F:27])[F:8])(=[O:12])=[O:11])=[CH:46][C:39]=3[C:40]=2[C:41]([O:43][CH2:44][CH3:45])=[O:42])=[CH:34][CH:35]=1. The yield is 1.00. The reactants are C(N(CC)CC)C.[F:8][C:9]([F:28])([F:27])[S:10](N(C1C=CC=CC=1)[S:10]([C:9]([F:28])([F:27])[F:8])(=[O:12])=[O:11])(=[O:12])=[O:11].[F:29][C:30]1[CH:35]=[CH:34][C:33]([C:36]2[O:37][C:38]3[CH:49]=[C:48]([N+:50]([O-:52])=[O:51])[C:47]([OH:53])=[CH:46][C:39]=3[C:40]=2[C:41]([O:43][CH2:44][CH3:45])=[O:42])=[CH:32][CH:31]=1. The catalyst is C(Cl)Cl. (4) The reactants are [CH2:1]([O:3][C:4]1[CH:9]=[CH:8][CH:7]=[CH:6][C:5]=1B(O)O)[CH3:2].[F-].[K+].[N+:15]([C:18]1[CH:23]=[C:22]([N+:24]([O-:26])=[O:25])[CH:21]=[CH:20][C:19]=1Br)([O-:17])=[O:16].C(P(C(C)(C)C)C(C)(C)C)(C)(C)C. The catalyst is C1COCC1.C1C=CC(/C=C/C(/C=C/C2C=CC=CC=2)=O)=CC=1.C1C=CC(/C=C/C(/C=C/C2C=CC=CC=2)=O)=CC=1.C1C=CC(/C=C/C(/C=C/C2C=CC=CC=2)=O)=CC=1.[Pd].[Pd]. The product is [CH2:1]([O:3][C:4]1[CH:9]=[CH:8][CH:7]=[CH:6][C:5]=1[C:19]1[CH:20]=[CH:21][C:22]([N+:24]([O-:26])=[O:25])=[CH:23][C:18]=1[N+:15]([O-:17])=[O:16])[CH3:2]. The yield is 0.820. (5) The reactants are Cl[CH2:2][CH2:3][NH:4][C:5](=O)[CH3:6].P(Cl)(Cl)(Cl)(Cl)Cl.[NH2:14][C:15]1[CH:16]=[C:17]([C:21]2[CH:30]=[N:29][CH:28]=[CH:27][C:22]=2[C:23]([O:25][CH3:26])=[O:24])[CH:18]=[CH:19][CH:20]=1.[OH-].[NH4+]. The yield is 0.480. The product is [CH3:6][C:5]1[N:14]([C:15]2[CH:16]=[C:17]([C:21]3[CH:30]=[N:29][CH:28]=[CH:27][C:22]=3[C:23]([O:25][CH3:26])=[O:24])[CH:18]=[CH:19][CH:20]=2)[CH2:2][CH2:3][N:4]=1. The catalyst is C(OCC)(=O)C.ClCCl. (6) No catalyst specified. The yield is 0.770. The reactants are [CH3:1][C:2]1[C:7]([CH3:8])=[CH:6][C:5](B(O)O)=[C:4]([O:12][C@H:13]([CH2:15][CH:16]=[CH2:17])[CH3:14])[CH:3]=1.[CH2:18]([O:21][C:22]1([CH3:55])[CH2:27][CH2:26][N:25]([C:28]2[N:33]3[CH:34]=[C:35]([C:37]4[CH:42]=[CH:41][CH:40]=[C:39](Br)[CH:38]=4)[N:36]=[C:32]3[CH:31]=[C:30]([CH3:44])[C:29]=2[C@H:45]([O:50][C:51]([CH3:54])([CH3:53])[CH3:52])[C:46]([O:48][CH3:49])=[O:47])[CH2:24][CH2:23]1)[CH:19]=[CH2:20].C(OC1(C)CCN(C2N3C=C(C4C=C(C5C=CC(F)=CC=5O[C@H](CC=C)C)C=CC=4)N=C3C=C(C)C=2[C@H](OC(C)(C)C)C(OC)=O)CC1)C=C. The product is [CH2:18]([O:21][C:22]1([CH3:55])[CH2:23][CH2:24][N:25]([C:28]2[N:33]3[CH:34]=[C:35]([C:37]4[CH:38]=[C:39]([C:5]5[CH:6]=[C:7]([CH3:8])[C:2]([CH3:1])=[CH:3][C:4]=5[O:12][C@H:13]([CH2:15][CH:16]=[CH2:17])[CH3:14])[CH:40]=[CH:41][CH:42]=4)[N:36]=[C:32]3[CH:31]=[C:30]([CH3:44])[C:29]=2[C@H:45]([O:50][C:51]([CH3:54])([CH3:53])[CH3:52])[C:46]([O:48][CH3:49])=[O:47])[CH2:26][CH2:27]1)[CH:19]=[CH2:20]. (7) The reactants are [CH3:1][NH:2][CH2:3][C:4]1[CH:9]=[CH:8][CH:7]=[CH:6][C:5]=1[CH2:10][OH:11].FC(F)(F)S(O[C:18]1[C:19]2[CH2:39][N:38]([C:40](=[O:42])[CH3:41])[CH2:37][CH2:36][C:20]=2[N:21]=[C:22]([NH:24][C:25]2[CH:30]=[CH:29][C:28]([C:31]3[O:35][CH:34]=[N:33][CH:32]=3)=[CH:27][CH:26]=2)[N:23]=1)(=O)=O.S(C1C=CC(C)=CC=1)([O-])(=O)=O. No catalyst specified. The product is [OH:11][CH2:10][C:5]1[CH:6]=[CH:7][CH:8]=[CH:9][C:4]=1[CH2:3][N:2]([CH3:1])[C:18]1[C:19]2[CH2:39][N:38]([C:40](=[O:42])[CH3:41])[CH2:37][CH2:36][C:20]=2[N:21]=[C:22]([NH:24][C:25]2[CH:30]=[CH:29][C:28]([C:31]3[O:35][CH:34]=[N:33][CH:32]=3)=[CH:27][CH:26]=2)[N:23]=1. The yield is 0.153. (8) The reactants are [C:1]([O:5][C:6]([N:8]1[CH2:12][C:11](=O)[CH2:10][C@H:9]1[C:14]([OH:16])=[O:15])=[O:7])([CH3:4])([CH3:3])[CH3:2].Cl.[CH2:18]([O:20][NH2:21])[CH3:19].N1C=CC=CC=1. The catalyst is C(O)C. The product is [C:1]([O:5][C:6]([N:8]1[CH2:12][C:11](=[N:21][O:20][CH2:18][CH3:19])[CH2:10][C@H:9]1[C:14]([OH:16])=[O:15])=[O:7])([CH3:4])([CH3:3])[CH3:2]. The yield is 0.930.